This data is from Full USPTO retrosynthesis dataset with 1.9M reactions from patents (1976-2016). The task is: Predict the reactants needed to synthesize the given product. The reactants are: Cl[CH2:2][C:3]1[S:4][C:5]2[C:10]([N:11]=1)=[CH:9][CH:8]=[CH:7][N:6]=2.[F:12][C:13]1[CH:18]=[CH:17][CH:16]=[CH:15][C:14]=1[N:19]1[CH2:24][CH2:23][NH:22][CH2:21][CH2:20]1.CCN(C(C)C)C(C)C. Given the product [F:12][C:13]1[CH:18]=[CH:17][CH:16]=[CH:15][C:14]=1[N:19]1[CH2:24][CH2:23][N:22]([CH2:2][C:3]2[S:4][C:5]3[C:10]([N:11]=2)=[CH:9][CH:8]=[CH:7][N:6]=3)[CH2:21][CH2:20]1, predict the reactants needed to synthesize it.